From a dataset of TCR-epitope binding with 47,182 pairs between 192 epitopes and 23,139 TCRs. Binary Classification. Given a T-cell receptor sequence (or CDR3 region) and an epitope sequence, predict whether binding occurs between them. (1) The epitope is ELAGIGILTV. The TCR CDR3 sequence is CASSEVGVMNTEAFF. Result: 1 (the TCR binds to the epitope). (2) The epitope is RAKFKQLL. The TCR CDR3 sequence is CASSFTGGTGELFF. Result: 1 (the TCR binds to the epitope).